Dataset: Peptide-MHC class II binding affinity with 134,281 pairs from IEDB. Task: Regression. Given a peptide amino acid sequence and an MHC pseudo amino acid sequence, predict their binding affinity value. This is MHC class II binding data. (1) The peptide sequence is EKKYFEATQFEPLAA. The MHC is HLA-DPA10103-DPB10601 with pseudo-sequence HLA-DPA10103-DPB10601. The binding affinity (normalized) is 0.975. (2) The peptide sequence is KPGQPPRLLIYDASNRATGIPA. The MHC is DRB1_1101 with pseudo-sequence DRB1_1101. The binding affinity (normalized) is 0.395. (3) The peptide sequence is AAAAAYETAFAAIVP. The MHC is DRB1_1201 with pseudo-sequence DRB1_1201. The binding affinity (normalized) is 0.310. (4) The peptide sequence is AAESSSKAALTSKLD. The MHC is DRB4_0101 with pseudo-sequence DRB4_0103. The binding affinity (normalized) is 0.0120. (5) The peptide sequence is EKKYKAATQFEPLAA. The MHC is HLA-DPA10201-DPB10501 with pseudo-sequence HLA-DPA10201-DPB10501. The binding affinity (normalized) is 0.789. (6) The peptide sequence is TSKLDAAYKLAYKTAEGATP. The MHC is HLA-DQA10401-DQB10402 with pseudo-sequence HLA-DQA10401-DQB10402. The binding affinity (normalized) is 0.153.